This data is from Full USPTO retrosynthesis dataset with 1.9M reactions from patents (1976-2016). The task is: Predict the reactants needed to synthesize the given product. (1) Given the product [C:10]([O:9][C:7]([NH:6][CH2:5][CH2:4][CH2:3][Br:2])=[O:8])([CH3:13])([CH3:12])[CH3:11], predict the reactants needed to synthesize it. The reactants are: Br.[Br:2][CH2:3][CH2:4][CH2:5][NH2:6].[C:7](O[C:7]([O:9][C:10]([CH3:13])([CH3:12])[CH3:11])=[O:8])([O:9][C:10]([CH3:13])([CH3:12])[CH3:11])=[O:8].[OH-].[Na+]. (2) Given the product [CH3:39][N:40]1[CH2:41][C@@H:42]2[C@@H:43]([N:45]([C:11]3[C:16]([N+:17]([O-:19])=[O:18])=[CH:15][C:14]([NH:20][C:21]4[N:26]=[C:25]([C:27]5[C:35]6[C:30](=[CH:31][CH:32]=[CH:33][CH:34]=6)[N:29]([CH3:36])[CH:28]=5)[CH:24]=[CH:23][N:22]=4)=[C:13]([O:37][CH3:38])[CH:12]=3)[CH2:46][CH2:47]2)[CH2:44]1, predict the reactants needed to synthesize it. The reactants are: CCN(C(C)C)C(C)C.F[C:11]1[C:16]([N+:17]([O-:19])=[O:18])=[CH:15][C:14]([NH:20][C:21]2[N:26]=[C:25]([C:27]3[C:35]4[C:30](=[CH:31][CH:32]=[CH:33][CH:34]=4)[N:29]([CH3:36])[CH:28]=3)[CH:24]=[CH:23][N:22]=2)=[C:13]([O:37][CH3:38])[CH:12]=1.[CH3:39][N:40]1[CH2:44][C@@H:43]2[NH:45][CH2:46][CH2:47][C@@H:42]2[CH2:41]1. (3) Given the product [C:14]([O:18][C:19]([N:21]1[CH2:24][C:23](=[CH:9][C:10]#[N:11])[CH2:22]1)=[O:20])([CH3:17])([CH3:15])[CH3:16], predict the reactants needed to synthesize it. The reactants are: C(OP([CH2:9][C:10]#[N:11])(=O)OCC)C.[H-].[Na+].[C:14]([O:18][C:19]([N:21]1[CH2:24][C:23](=O)[CH2:22]1)=[O:20])([CH3:17])([CH3:16])[CH3:15]. (4) Given the product [NH2:8][C:7]1[C:2]([C:20]2[CH:21]=[CH:22][C:17]([C:15]#[N:16])=[CH:18][CH:19]=2)=[N:3][CH:4]=[C:5]([N:9]2[CH2:14][CH2:13][O:12][CH2:11][CH2:10]2)[CH:6]=1, predict the reactants needed to synthesize it. The reactants are: Cl[C:2]1[C:7]([NH2:8])=[CH:6][C:5]([N:9]2[CH2:14][CH2:13][O:12][CH2:11][CH2:10]2)=[CH:4][N:3]=1.[C:15]([C:17]1[CH:22]=[CH:21][C:20](B(O)O)=[CH:19][CH:18]=1)#[N:16].C1(P(C2CCCCC2)C2CCCCC2)CCCCC1.[O-]P([O-])([O-])=O.[K+].[K+].[K+].